From a dataset of Forward reaction prediction with 1.9M reactions from USPTO patents (1976-2016). Predict the product of the given reaction. Given the reactants C([S:20][CH2:21][CH2:22][CH2:23][S:24][CH2:25][CH2:26][CH2:27][S:28][CH2:29][CH2:30][O:31][CH2:32][CH2:33][O:34][CH2:35][CH2:36][S:37][CH2:38][CH2:39][CH2:40][S:41][CH2:42][CH2:43][CH2:44][S:45]C(C1C=CC=CC=1)(C1C=CC=CC=1)C1C=CC=CC=1)(C1C=CC=CC=1)(C1C=CC=CC=1)C1C=CC=CC=1, predict the reaction product. The product is: [SH:45][CH2:44][CH2:43][CH2:42][S:41][CH2:40][CH2:39][CH2:38][S:37][CH2:36][CH2:35][O:34][CH2:33][CH2:32][O:31][CH2:30][CH2:29][S:28][CH2:27][CH2:26][CH2:25][S:24][CH2:23][CH2:22][CH2:21][SH:20].